From a dataset of Forward reaction prediction with 1.9M reactions from USPTO patents (1976-2016). Predict the product of the given reaction. (1) Given the reactants [C:1]([O:5][C:6]([NH:8][CH2:9][C:10]1[CH:15]=[CH:14][C:13]([CH:16](O)[CH2:17][C:18]([O:20][CH2:21][CH3:22])=[O:19])=[CH:12][CH:11]=1)=[O:7])([CH3:4])([CH3:3])[CH3:2].C(N(CC)CC)C.CS(Cl)(=O)=O.C1CCN2C(=NCCC2)CC1, predict the reaction product. The product is: [C:1]([O:5][C:6]([NH:8][CH2:9][C:10]1[CH:11]=[CH:12][C:13]([CH:16]=[CH:17][C:18]([O:20][CH2:21][CH3:22])=[O:19])=[CH:14][CH:15]=1)=[O:7])([CH3:4])([CH3:3])[CH3:2]. (2) Given the reactants [N:1]1([CH2:6][CH2:7][CH2:8][CH2:9][C:10]2[CH:25]=[CH:24][C:13]([O:14][CH2:15][C:16]3[O:17][CH:18]=[C:19]([C:21]([OH:23])=O)[N:20]=3)=[CH:12][CH:11]=2)[CH:5]=[CH:4][N:3]=[N:2]1.[F:26][C:27]1[CH:32]=[C:31]([F:33])[CH:30]=[CH:29][C:28]=1[NH2:34], predict the reaction product. The product is: [F:26][C:27]1[CH:32]=[C:31]([F:33])[CH:30]=[CH:29][C:28]=1[NH:34][C:21]([C:19]1[N:20]=[C:16]([CH2:15][O:14][C:13]2[CH:12]=[CH:11][C:10]([CH2:9][CH2:8][CH2:7][CH2:6][N:1]3[CH:5]=[CH:4][N:3]=[N:2]3)=[CH:25][CH:24]=2)[O:17][CH:18]=1)=[O:23]. (3) Given the reactants [F:1][C:2]1[CH:10]=[C:9]([CH3:11])[C:8]([F:12])=[CH:7][C:3]=1[C:4](O)=[O:5].C(N=C=NCCCN(C)C)C.Cl.C(N(CC)C(C)C)(C)C.[CH3:34][N:35]([CH3:40])[S:36]([NH2:39])(=[O:38])=[O:37], predict the reaction product. The product is: [CH3:34][N:35]([CH3:40])[S:36]([NH:39][C:4](=[O:5])[C:3]1[CH:7]=[C:8]([F:12])[C:9]([CH3:11])=[CH:10][C:2]=1[F:1])(=[O:38])=[O:37].